Dataset: Forward reaction prediction with 1.9M reactions from USPTO patents (1976-2016). Task: Predict the product of the given reaction. (1) The product is: [Br:10][C:7]1[CH:8]=[CH:9][C:2]2[NH:14][CH2:11][CH2:12][N:13]=[CH:4][C:3]=2[CH:6]=1. Given the reactants F[C:2]1[CH:9]=[CH:8][C:7]([Br:10])=[CH:6][C:3]=1[CH:4]=O.[CH2:11]([NH2:14])[CH2:12][NH2:13], predict the reaction product. (2) Given the reactants [CH:1]([C:4]1[CH:5]=[C:6]([CH:9]=[CH:10][CH:11]=1)[CH:7]=O)([CH3:3])[CH3:2].[CH3:12][C:13]([S@@:16]([NH2:18])=[O:17])([CH3:15])[CH3:14], predict the reaction product. The product is: [CH:1]([C:4]1[CH:5]=[C:6]([CH:9]=[CH:10][CH:11]=1)/[CH:7]=[N:18]/[S@:16]([C:13]([CH3:15])([CH3:14])[CH3:12])=[O:17])([CH3:3])[CH3:2]. (3) Given the reactants Br[C:2]1[C:3](=[O:25])[N:4]([CH:19]2[CH2:24][CH2:23][CH2:22][CH2:21][O:20]2)[N:5]=[CH:6][C:7]=1[NH:8][C@@H:9]1[CH2:14][C@@H:13]2[CH2:15][C@@H:11]([C:12]2([CH3:17])[CH3:16])[C@H:10]1[CH3:18].[OH-:26].[K+].[Cl-].[NH4+], predict the reaction product. The product is: [OH:26][C:2]1[C:3](=[O:25])[N:4]([CH:19]2[CH2:24][CH2:23][CH2:22][CH2:21][O:20]2)[N:5]=[CH:6][C:7]=1[NH:8][C@@H:9]1[CH2:14][C@@H:13]2[CH2:15][C@@H:11]([C:12]2([CH3:17])[CH3:16])[C@H:10]1[CH3:18]. (4) Given the reactants [Cl:1][CH2:2][C:3]([NH:5][C:6]1[CH:11]=[C:10]([O:12]C)[CH:9]=[CH:8][C:7]=1[O:14]C)=[O:4].B(Br)(Br)Br.O, predict the reaction product. The product is: [Cl:1][CH2:2][C:3]([NH:5][C:6]1[CH:11]=[C:10]([OH:12])[CH:9]=[CH:8][C:7]=1[OH:14])=[O:4]. (5) The product is: [Br:22][C:23]1[CH:24]=[CH:25][C:26]2[N:27]([CH2:37][CH:38]([OH:39])[CH2:40][N:11]([C:12]3[CH:17]=[CH:16][CH:15]=[C:14]([O:18][CH3:19])[CH:13]=3)[S:8]([C:7]([F:20])([F:6])[F:21])(=[O:9])=[O:10])[C:28]3[C:33]([C:34]=2[CH:35]=1)=[CH:32][C:31]([Br:36])=[CH:30][CH:29]=3. Given the reactants [Li+].CCC[CH2-].[F:6][C:7]([F:21])([F:20])[S:8]([NH:11][C:12]1[CH:17]=[CH:16][CH:15]=[C:14]([O:18][CH3:19])[CH:13]=1)(=[O:10])=[O:9].[Br:22][C:23]1[CH:24]=[CH:25][C:26]2[N:27]([CH2:37][CH:38]3[CH2:40][O:39]3)[C:28]3[C:33]([C:34]=2[CH:35]=1)=[CH:32][C:31]([Br:36])=[CH:30][CH:29]=3, predict the reaction product.